From a dataset of Full USPTO retrosynthesis dataset with 1.9M reactions from patents (1976-2016). Predict the reactants needed to synthesize the given product. (1) Given the product [Br:1][C:2]1[CH:7]=[CH:6][C:5]([O:8][CH2:37][CH2:36][CH2:35][C@@H:34]([C:33]([O:32][CH:27]2[CH2:28][CH2:29][CH2:30][CH2:31]2)=[O:47])[NH:39][C:40]([O:42][C:43]([CH3:45])([CH3:46])[CH3:44])=[O:41])=[CH:4][CH:3]=1, predict the reactants needed to synthesize it. The reactants are: [Br:1][C:2]1[CH:7]=[CH:6][C:5]([OH:8])=[CH:4][CH:3]=1.CCN(P1(N(C)CCCN1C)=NC(C)(C)C)CC.[CH:27]1([O:32][C:33](=[O:47])[C@@H:34]([NH:39][C:40]([O:42][C:43]([CH3:46])([CH3:45])[CH3:44])=[O:41])[CH2:35][CH2:36][CH2:37]Br)[CH2:31][CH2:30][CH2:29][CH2:28]1.C([O-])([O-])=O.[Na+].[Na+].C(=O)([O-])[O-]. (2) Given the product [F:45][C:44]([F:47])([F:46])[S:41]([O:20][C:17]1[CH:18]=[CH:19][N:14]([C:10]2[CH:9]=[C:8]3[C:13](=[CH:12][CH:11]=2)[N:5]([CH2:4][CH:3]([O:2][CH3:1])[O:22][CH3:23])[N:6]=[CH:7]3)[C:15](=[O:21])[CH:16]=1)(=[O:43])=[O:42], predict the reactants needed to synthesize it. The reactants are: [CH3:1][O:2][CH:3]([O:22][CH3:23])[CH2:4][N:5]1[C:13]2[C:8](=[CH:9][C:10]([N:14]3[CH:19]=[CH:18][C:17]([OH:20])=[CH:16][C:15]3=[O:21])=[CH:11][CH:12]=2)[CH:7]=[N:6]1.[Li]N([Si](C)(C)C)[Si](C)(C)C.C1(N([S:41]([C:44]([F:47])([F:46])[F:45])(=[O:43])=[O:42])[S:41]([C:44]([F:47])([F:46])[F:45])(=[O:43])=[O:42])C=CC=CC=1. (3) Given the product [Br:17][C:18]1[CH:19]=[C:20]([CH:25]([N:26]=[C:1]=[S:16])[C:27]2[CH:28]=[CH:29][N:30]=[CH:31][CH:32]=2)[CH:21]=[CH:22][C:23]=1[F:24], predict the reactants needed to synthesize it. The reactants are: [C:1](=[S:16])(OC1C=CC=CN=1)OC1C=CC=CN=1.[Br:17][C:18]1[CH:19]=[C:20]([CH:25]([C:27]2[CH:32]=[CH:31][N:30]=[CH:29][CH:28]=2)[NH2:26])[CH:21]=[CH:22][C:23]=1[F:24]. (4) Given the product [C:30]([O:29][C:27]([NH:15][C@H:14]([C:16]([O:18][CH3:19])=[O:17])[CH2:13][CH2:12][CH2:11][CH2:10][NH:9][C:7]([O:6][C:2]([CH3:5])([CH3:4])[CH3:3])=[O:8])=[O:28])([CH3:33])([CH3:32])[CH3:31], predict the reactants needed to synthesize it. The reactants are: Cl.[C:2]([O:6][C:7]([NH:9][CH2:10][CH2:11][CH2:12][CH2:13][C@@H:14]([C:16]([O:18][CH3:19])=[O:17])[NH2:15])=[O:8])([CH3:5])([CH3:4])[CH3:3].C(N(CC)CC)C.[C:27](O[C:27]([O:29][C:30]([CH3:33])([CH3:32])[CH3:31])=[O:28])([O:29][C:30]([CH3:33])([CH3:32])[CH3:31])=[O:28].OS([O-])(=O)=O.[K+]. (5) Given the product [O:1]1[C:5]2([CH2:10][CH2:9][CH:8]([N:11]3[C:19]4[CH:18]=[CH:17][NH:16][C:15](=[O:20])[C:14]=4[C:13]([C:22]4[CH:23]=[C:24]([C:27]([NH2:29])=[O:28])[S:25][CH:26]=4)=[N:12]3)[CH2:7][CH2:6]2)[O:4][CH2:3][CH2:2]1, predict the reactants needed to synthesize it. The reactants are: [O:1]1[C:5]2([CH2:10][CH2:9][CH:8]([N:11]3[C:19]4[CH:18]=[CH:17][N:16]=[C:15]([O:20]C)[C:14]=4[C:13]([C:22]4[CH:23]=[C:24]([C:27]([NH2:29])=[O:28])[S:25][CH:26]=4)=[N:12]3)[CH2:7][CH2:6]2)[O:4][CH2:3][CH2:2]1.[I-].[Na+].Cl[Si](C)(C)C.C(=O)([O-])O.[Na+]. (6) Given the product [Br:19][C:20]1[CH:26]=[C:25]([CH3:27])[CH:24]=[CH:23][C:21]=1[NH:22][C:13]([CH:11]1[O:12][C:7]2[CH:6]=[CH:5][C:4]([O:3][C:2]([F:1])([F:18])[F:17])=[CH:16][C:8]=2[NH:9][CH2:10]1)=[O:15], predict the reactants needed to synthesize it. The reactants are: [F:1][C:2]([F:18])([F:17])[O:3][C:4]1[CH:5]=[CH:6][C:7]2[O:12][CH:11]([C:13]([OH:15])=O)[CH2:10][NH:9][C:8]=2[CH:16]=1.[Br:19][C:20]1[CH:26]=[C:25]([CH3:27])[CH:24]=[CH:23][C:21]=1[NH2:22].N1C=CC=CC=1.C(P1(=O)OP(CCC)(=O)OP(CCC)(=O)O1)CC.